From a dataset of Reaction yield outcomes from USPTO patents with 853,638 reactions. Predict the reaction yield, written as a fraction of the theoretical maximum amount of product (1.0 means a 100% yield; for example, 0.34 means a 34% yield). (1) The reactants are [C:1]([O:5][C:6]([N:8]1[C:12](=[O:13])[CH:11]=[C:10]([OH:14])[CH:9]1[CH2:15][C:16]1[C:24]2[C:19](=[CH:20][CH:21]=[CH:22][CH:23]=2)[NH:18][CH:17]=1)=[O:7])([CH3:4])([CH3:3])[CH3:2].[BH4-].[Na+]. The catalyst is C(Cl)Cl.CC(O)=O. The product is [C:1]([O:5][C:6]([N:8]1[C:12](=[O:13])[CH2:11][CH:10]([OH:14])[CH:9]1[CH2:15][C:16]1[C:24]2[C:19](=[CH:20][CH:21]=[CH:22][CH:23]=2)[NH:18][CH:17]=1)=[O:7])([CH3:4])([CH3:2])[CH3:3]. The yield is 0.910. (2) The reactants are [C:1]([O:5][C:6](=[O:46])[NH:7][CH:8]1[C:26](=[O:27])[N:25]2[CH:21]([CH2:22][CH:23]([O:28][Si](C(C)(C)C)(C)C)[CH2:24]2)[C:20](=[O:36])[NH:19][C:18]2([C:37]([NH:39][S:40]([CH:43]3[CH2:45][CH2:44]3)(=[O:42])=[O:41])=[O:38])[CH:16]([CH2:17]2)[CH:15]=[CH:14][CH2:13][CH2:12][CH2:11][CH2:10][CH2:9]1)([CH3:4])([CH3:3])[CH3:2].[F-].C([N+](CCCC)(CCCC)CCCC)CCC. The catalyst is C1COCC1. The product is [C:1]([O:5][C:6](=[O:46])[NH:7][CH:8]1[C:26](=[O:27])[N:25]2[CH:21]([CH2:22][CH:23]([OH:28])[CH2:24]2)[C:20](=[O:36])[NH:19][C:18]2([C:37]([NH:39][S:40]([CH:43]3[CH2:45][CH2:44]3)(=[O:41])=[O:42])=[O:38])[CH:16]([CH2:17]2)[CH:15]=[CH:14][CH2:13][CH2:12][CH2:11][CH2:10][CH2:9]1)([CH3:4])([CH3:2])[CH3:3]. The yield is 0.730. (3) The reactants are Br[CH2:2][C:3]1[N:4]=[C:5]([C:8]2[C:13]([C:14]3[CH:19]=[CH:18][CH:17]=[CH:16][CH:15]=3)=[CH:12][N:11]=[N:10][C:9]=2[C:20]2[CH:25]=[CH:24][CH:23]=[CH:22][CH:21]=2)[O:6][CH:7]=1. The catalyst is CO.[Pd]. The product is [C:20]1([C:9]2[N:10]=[N:11][CH:12]=[C:13]([C:14]3[CH:15]=[CH:16][CH:17]=[CH:18][CH:19]=3)[C:8]=2[C:5]2[O:6][CH:7]=[C:3]([CH3:2])[N:4]=2)[CH:25]=[CH:24][CH:23]=[CH:22][CH:21]=1. The yield is 0.0680. (4) The reactants are [F:1][C:2]1[CH:3]=[C:4]([C:9]2[CH:10]=[C:11]([CH2:20]OS(C)(=O)=O)[C:12](=[O:19])[N:13]([CH2:15][CH:16]([CH3:18])[CH3:17])[N:14]=2)[CH:5]=[CH:6][C:7]=1[CH3:8].[CH3:26][NH:27][CH3:28]. The catalyst is O. The product is [CH3:26][N:27]([CH2:20][C:11]1[C:12](=[O:19])[N:13]([CH2:15][CH:16]([CH3:18])[CH3:17])[N:14]=[C:9]([C:4]2[CH:5]=[CH:6][C:7]([CH3:8])=[C:2]([F:1])[CH:3]=2)[CH:10]=1)[CH3:28]. The yield is 0.809. (5) The reactants are [C:1]([O:5][C:6]([N:8]1[CH2:12][CH2:11][CH2:10][C@@H:9]1[CH2:13][O:14][C:15]1[CH:20]=[CH:19][C:18]([OH:21])=[CH:17][CH:16]=1)=[O:7])([CH3:4])([CH3:3])[CH3:2].[Cl:22][C:23]1[C:31]([CH2:32]Cl)=[CH:30][C:26]2[O:27][CH2:28][O:29][C:25]=2[CH:24]=1. No catalyst specified. The product is [C:1]([O:5][C:6]([N:8]1[CH2:12][CH2:11][CH2:10][C@@H:9]1[CH2:13][O:14][C:15]1[CH:20]=[CH:19][C:18]([O:21][CH2:32][C:31]2[C:23]([Cl:22])=[CH:24][C:25]3[O:29][CH2:28][O:27][C:26]=3[CH:30]=2)=[CH:17][CH:16]=1)=[O:7])([CH3:4])([CH3:2])[CH3:3]. The yield is 0.400.